Predict the reactants needed to synthesize the given product. From a dataset of Full USPTO retrosynthesis dataset with 1.9M reactions from patents (1976-2016). (1) Given the product [N:18]1([C:9]2[CH:10]=[CH:11][C:12]([C:14]([F:15])([F:16])[F:17])=[CH:13][C:8]=2[NH2:5])[CH2:19][CH2:20][CH2:21][CH2:22][CH2:23]1, predict the reactants needed to synthesize it. The reactants are: Cl.[Sn](Cl)Cl.[N+:5]([C:8]1[CH:13]=[C:12]([C:14]([F:17])([F:16])[F:15])[CH:11]=[CH:10][C:9]=1[N:18]1[CH2:23][CH2:22][CH2:21][CH2:20][CH2:19]1)([O-])=O.C(=O)(O)[O-].[Na+]. (2) Given the product [Cl:14][C:15]1[CH:23]=[CH:22][C:18]([CH:19]=[O:20])=[CH:17][CH:16]=1, predict the reactants needed to synthesize it. The reactants are: Cl.BrCCCCOC1CCNCC1.[Cl:14][C:15]1[CH:23]=[CH:22][C:18]([C:19](Cl)=[O:20])=[CH:17][CH:16]=1.C(N(C(C)C)C(C)C)C.